Dataset: Full USPTO retrosynthesis dataset with 1.9M reactions from patents (1976-2016). Task: Predict the reactants needed to synthesize the given product. (1) Given the product [CH3:1][O:2][C:3]1[CH:4]=[CH:5][C:6]([CH:9]2[CH2:14][NH:13][CH2:12][CH2:11][N:10]2[C:22]([O:24][CH2:25][CH3:26])=[O:23])=[CH:7][CH:8]=1, predict the reactants needed to synthesize it. The reactants are: [CH3:1][O:2][C:3]1[CH:8]=[CH:7][C:6]([CH:9]2[CH2:14][N:13](C(OC(C)(C)C)=O)[CH2:12][CH2:11][N:10]2[C:22]([O:24][CH2:25][CH3:26])=[O:23])=[CH:5][CH:4]=1.C(=O)(O)[O-].[Na+]. (2) Given the product [CH3:1][C:2]1([CH3:39])[CH2:7][CH2:6][C:5]([C:8]2[CH:13]=[C:12]([CH2:14][CH2:15][S:16](=[O:20])(=[O:19])[NH:17][CH3:18])[CH:11]=[CH:10][C:9]=2[NH:21][C:22]([C:24]2[NH:25][CH:26]=[C:27]([C:29]#[N:30])[N:28]=2)=[O:23])=[CH:4][CH2:3]1, predict the reactants needed to synthesize it. The reactants are: [CH3:1][C:2]1([CH3:39])[CH2:7][CH2:6][C:5]([C:8]2[CH:13]=[C:12]([CH2:14][CH2:15][S:16](=[O:20])(=[O:19])[NH:17][CH3:18])[CH:11]=[CH:10][C:9]=2[NH:21][C:22]([C:24]2[N:25](COCC[Si](C)(C)C)[CH:26]=[C:27]([C:29]#[N:30])[N:28]=2)=[O:23])=[CH:4][CH2:3]1.CO.C(O)(C(F)(F)F)=O. (3) Given the product [CH2:15]([O:14][CH:13]=[C:4]([C:3](=[O:10])[C:2]([F:11])([F:12])[F:1])[C:5]([O:7][CH2:8][CH3:9])=[O:6])[CH3:16], predict the reactants needed to synthesize it. The reactants are: [F:1][C:2]([F:12])([F:11])[C:3](=[O:10])[CH2:4][C:5]([O:7][CH2:8][CH3:9])=[O:6].[CH:13](OCC)(OCC)[O:14][CH2:15][CH3:16].C(OC(=O)C)(=O)C.